Dataset: Full USPTO retrosynthesis dataset with 1.9M reactions from patents (1976-2016). Task: Predict the reactants needed to synthesize the given product. (1) The reactants are: O=[C:2]([C:9]1SC=[CH:12][CH:13]=1)[CH2:3][C:4]([O:6][CH2:7]C)=O.S1C=CC=C1C1C=CN=C(N)N=1.C[C:27]1([CH3:35])[O:32][C:31](=[O:33])[CH2:30][C:29](=[O:34])O1.COC1C=CC(C(O)=O)=CC=1. Given the product [O:34]=[C:29]([C:9]1[CH:2]=[CH:3][C:4]([O:6][CH3:7])=[CH:12][CH:13]=1)[CH2:30][C:31]([O:32][CH2:27][CH3:35])=[O:33], predict the reactants needed to synthesize it. (2) Given the product [CH3:18][O:1][C:2]1([CH3:16])[CH2:7][CH2:6][CH2:5][CH:4]([NH:8][C:9](=[O:15])[O:10][C:11]([CH3:12])([CH3:14])[CH3:13])[CH2:3]1, predict the reactants needed to synthesize it. The reactants are: [OH:1][C:2]1([CH3:16])[CH2:7][CH2:6][CH2:5][CH:4]([NH:8][C:9](=[O:15])[O:10][C:11]([CH3:14])([CH3:13])[CH3:12])[CH2:3]1.O=[C:18]1CCCC(NC(=O)OC(C)(C)C)C1.IC. (3) Given the product [Cl:1][C:2]1[CH:7]=[CH:6][CH:5]=[CH:4][C:3]=1[C:8]1[C:16]2[C:11](=[CH:12][CH:13]=[CH:14][CH:15]=2)[NH:10][C:9]=1[C:17]([NH:19][N:20]=[CH:3][C:8]1[CH:9]=[N:10][CH:11]=[CH:21][CH:22]=1)=[O:18], predict the reactants needed to synthesize it. The reactants are: [Cl:1][C:2]1[CH:7]=[CH:6][CH:5]=[CH:4][C:3]=1[C:8]1[C:16]2[C:11](=[CH:12][CH:13]=[CH:14][CH:15]=2)[NH:10][C:9]=1[C:17]([NH:19][NH2:20])=[O:18].[CH2:21](O)[CH3:22]. (4) Given the product [Cl:1][C:2]1[C:3]2[NH:4][C:17]([O:16][CH2:14][CH3:15])=[N:9][C:5]=2[CH:6]=[CH:7][CH:8]=1, predict the reactants needed to synthesize it. The reactants are: [Cl:1][C:2]1[CH:8]=[CH:7][CH:6]=[C:5]([N+:9]([O-])=O)[C:3]=1[NH2:4].[OH-].[Na+].[CH2:14]([O:16][C:17](OCC)(OCC)OCC)[CH3:15]. (5) Given the product [CH3:1][O:2][C:3](=[O:26])[CH2:4][C@H:5]1[C:9]2[CH:10]=[CH:11][C:12]([O:14][C@H:15]3[C:23]4[C:18](=[C:19]([O:25][C:33]5[CH:32]=[CH:31][C:30]([O:29][CH:28]([F:37])[F:27])=[CH:35][N:34]=5)[CH:20]=[CH:21][C:22]=4[F:24])[CH2:17][CH2:16]3)=[CH:13][C:8]=2[O:7][CH2:6]1, predict the reactants needed to synthesize it. The reactants are: [CH3:1][O:2][C:3](=[O:26])[CH2:4][C@H:5]1[C:9]2[CH:10]=[CH:11][C:12]([O:14][C@H:15]3[C:23]4[C:18](=[C:19]([OH:25])[CH:20]=[CH:21][C:22]=4[F:24])[CH2:17][CH2:16]3)=[CH:13][C:8]=2[O:7][CH2:6]1.[F:27][CH:28]([F:37])[O:29][C:30]1[CH:31]=[CH:32][C:33](Cl)=[N:34][CH:35]=1. (6) Given the product [C:34]([C:31]([C:27]1[CH:26]=[C:25]([CH:30]=[CH:29][CH:28]=1)[C:24]([NH:23][C:18]1[CH:19]=[CH:20][C:21]([CH3:22])=[C:16]([NH:15][C:10]2[N:11]=[CH:12][C:13]3[N:14]=[C:6]([NH:5][C:3](=[O:4])[CH2:2][N:53]4[CH2:54][CH2:55][N:50]([CH3:49])[CH2:51][CH2:52]4)[S:7][C:8]=3[N:9]=2)[CH:17]=1)=[O:36])([CH3:32])[CH3:33])#[N:35], predict the reactants needed to synthesize it. The reactants are: Cl[CH2:2][C:3]([NH:5][C:6]1[S:7][C:8]2[N:9]=[C:10]([NH:15][C:16]3[CH:17]=[C:18]([NH:23][C:24](=[O:36])[C:25]4[CH:30]=[CH:29][CH:28]=[C:27]([C:31]([C:34]#[N:35])([CH3:33])[CH3:32])[CH:26]=4)[CH:19]=[CH:20][C:21]=3[CH3:22])[N:11]=[CH:12][C:13]=2[N:14]=1)=[O:4].CN(C)C=O.C(N(CC)CC)C.[CH3:49][N:50]1[CH2:55][CH2:54][NH:53][CH2:52][CH2:51]1.